Predict which catalyst facilitates the given reaction. From a dataset of Catalyst prediction with 721,799 reactions and 888 catalyst types from USPTO. (1) Reactant: [F:1][C:2]1[CH:7]=[CH:6][C:5]([C:8]2[C:9]3[CH:21]=[CH:20][C:19](=[O:22])[N:18]([C:23]4[CH:28]=[CH:27][CH:26]=[CH:25][C:24]=4[F:29])[C:10]=3[N:11]=[C:12](S(C)(=O)=O)[N:13]=2)=[C:4]([CH3:30])[CH:3]=1.[NH2:31][CH:32]1[CH2:37][CH2:36][O:35][CH2:34][CH2:33]1. Product: [O:35]1[CH2:36][CH2:37][CH:32]([NH:31][C:12]2[N:13]=[C:8]([C:5]3[CH:6]=[CH:7][C:2]([F:1])=[CH:3][C:4]=3[CH3:30])[C:9]3[CH:21]=[CH:20][C:19](=[O:22])[N:18]([C:23]4[CH:28]=[CH:27][CH:26]=[CH:25][C:24]=4[F:29])[C:10]=3[N:11]=2)[CH2:33][CH2:34]1. The catalyst class is: 1. (2) Reactant: [H-].[Al+3].[Li+].[H-].[H-].[H-].[F:7][C:8]([C:11]1[CH:12]=[C:13]([CH:16]=[CH:17][CH:18]=1)[C:14]#N)([F:10])[CH3:9].[OH2:19].[OH-].[Na+]. Product: [F:7][C:8]([C:11]1[CH:12]=[C:13]([CH:16]=[CH:17][CH:18]=1)[CH2:14][OH:19])([F:10])[CH3:9]. The catalyst class is: 28. (3) Reactant: [CH3:1][N:2]([CH3:19])[S:3]([C:6]1[CH:11]=[CH:10][C:9]([C:12](=[O:18])[CH2:13][C:14]([O:16][CH3:17])=[O:15])=[CH:8][CH:7]=1)(=[O:5])=[O:4].[C:20](=O)([O-])[O-].[K+].[K+].CI.O. Product: [CH3:19][N:2]([CH3:1])[S:3]([C:6]1[CH:7]=[CH:8][C:9]([C:12](=[O:18])[CH:13]([CH3:20])[C:14]([O:16][CH3:17])=[O:15])=[CH:10][CH:11]=1)(=[O:4])=[O:5]. The catalyst class is: 3.